This data is from Forward reaction prediction with 1.9M reactions from USPTO patents (1976-2016). The task is: Predict the product of the given reaction. (1) Given the reactants [CH3:1][S:2](Cl)(=[O:4])=[O:3].[NH2:6][C:7]1[CH:12]=[CH:11][C:10]([CH2:13][C:14]#[N:15])=[C:9]([CH3:16])[C:8]=1[F:17].Cl, predict the reaction product. The product is: [C:14]([CH2:13][C:10]1[CH:11]=[CH:12][C:7]([NH:6][S:2]([CH3:1])(=[O:4])=[O:3])=[C:8]([F:17])[C:9]=1[CH3:16])#[N:15]. (2) Given the reactants [CH3:1][O:2][C:3]1[CH:8]=[CH:7][CH:6]=[CH:5][C:4]=1[CH:9]1[CH2:14][CH2:13][C:12](=O)[CH:11]=[C:10]1[C:16]1[CH:21]=[CH:20][CH:19]=[CH:18][CH:17]=1.N1C=CC=CC=1.Cl.[NH2:29][OH:30], predict the reaction product. The product is: [CH3:1][O:2][C:3]1[CH:8]=[CH:7][CH:6]=[CH:5][C:4]=1[CH:9]1[CH2:14][CH2:13][C:12](=[N:29][OH:30])[CH:11]=[C:10]1[C:16]1[CH:21]=[CH:20][CH:19]=[CH:18][CH:17]=1. (3) Given the reactants [Si:1]([O:8][CH2:9][CH2:10][C:11](=[O:14])[C:12]#[CH:13])([C:4]([CH3:7])([CH3:6])[CH3:5])([CH3:3])[CH3:2].CB1N2CCC[C@H]2C(C2C=CC=CC=2)(C2C=CC=CC=2)O1.CSC.B, predict the reaction product. The product is: [Si:1]([O:8][CH2:9][CH2:10][C@H:11]([OH:14])[C:12]#[CH:13])([C:4]([CH3:7])([CH3:6])[CH3:5])([CH3:3])[CH3:2].